This data is from Catalyst prediction with 721,799 reactions and 888 catalyst types from USPTO. The task is: Predict which catalyst facilitates the given reaction. (1) Reactant: [F:1][C:2]1[CH:10]=[CH:9][CH:8]=[C:7]([N+:11]([O-:13])=[O:12])[C:3]=1[C:4]([NH2:6])=[O:5].CC1(C)C2C(=C(P(C3C=CC=CC=3)C3C=CC=CC=3)C=CC=2)OC2C(P(C3C=CC=CC=3)C3C=CC=CC=3)=CC=CC1=2.C(=O)([O-])[O-].[Cs+].[Cs+].Br[C:63]1[CH:68]=[CH:67][CH:66]=[C:65]([CH2:69][C:70]([F:73])([F:72])[F:71])[CH:64]=1. Product: [F:1][C:2]1[CH:10]=[CH:9][CH:8]=[C:7]([N+:11]([O-:13])=[O:12])[C:3]=1[C:4]([NH:6][C:67]1[CH:68]=[CH:63][CH:64]=[C:65]([CH2:69][C:70]([F:71])([F:73])[F:72])[CH:66]=1)=[O:5]. The catalyst class is: 160. (2) Reactant: [CH:1]([N:14]1[C:22]2[C:17](=[CH:18][CH:19]=[C:20]([Cl:23])[CH:21]=2)[CH:16]=[C:15]1[CH2:24][CH2:25][NH:26][S:27]([CH2:30][C:31]1[CH:36]=[CH:35][CH:34]=[CH:33][CH:32]=1)(=[O:29])=[O:28])([C:8]1[CH:13]=[CH:12][CH:11]=[CH:10][CH:9]=1)[C:2]1[CH:7]=[CH:6][CH:5]=[CH:4][CH:3]=1.[CH3:37][O:38][C:39](=[O:50])[C:40]1[CH:45]=[CH:44][C:43]([O:46][CH2:47][CH:48]=O)=[CH:42][CH:41]=1.C([SiH](CC)CC)C.C(O)(C(F)(F)F)=O. Product: [CH3:37][O:38][C:39](=[O:50])[C:40]1[CH:45]=[CH:44][C:43]([O:46][CH2:47][CH2:48][C:16]2[C:17]3[C:22](=[CH:21][C:20]([Cl:23])=[CH:19][CH:18]=3)[N:14]([CH:1]([C:2]3[CH:7]=[CH:6][CH:5]=[CH:4][CH:3]=3)[C:8]3[CH:9]=[CH:10][CH:11]=[CH:12][CH:13]=3)[C:15]=2[CH2:24][CH2:25][NH:26][S:27]([CH2:30][C:31]2[CH:36]=[CH:35][CH:34]=[CH:33][CH:32]=2)(=[O:29])=[O:28])=[CH:42][CH:41]=1. The catalyst class is: 2. (3) The catalyst class is: 1. Product: [CH3:22][N:23]1[C:27]([S:28][C:2]2[C:11](=[O:12])[C:10]3[C:5](=[CH:6][CH:7]=[CH:8][CH:9]=3)[C:4](=[N:13][S:14]([C:17]3[S:18][CH:19]=[CH:20][CH:21]=3)(=[O:16])=[O:15])[CH:3]=2)=[N:26][N:25]=[N:24]1. Reactant: Cl[C:2]1[C:11](=[O:12])[C:10]2[C:5](=[CH:6][CH:7]=[CH:8][CH:9]=2)/[C:4](=[N:13]/[S:14]([C:17]2[S:18][CH:19]=[CH:20][CH:21]=2)(=[O:16])=[O:15])/[CH:3]=1.[CH3:22][N:23]1[C:27]([SH:28])=[N:26][N:25]=[N:24]1. (4) Reactant: [H-].[Na+].[O:3]1[C:7]2[CH:8]=[CH:9][CH:10]=[CH:11][C:6]=2[NH:5][C:4]1=[O:12].IC[CH2:15][CH2:16][C:17]([CH3:22])([N+:19]([O-:21])=[O:20])[CH3:18]. Product: [CH3:18][C:17]([N+:19]([O-:21])=[O:20])([CH3:22])[CH2:16][CH2:15][N:5]1[C:6]2[CH:11]=[CH:10][CH:9]=[CH:8][C:7]=2[O:3][C:4]1=[O:12]. The catalyst class is: 3. (5) Reactant: [OH:1][CH2:2][C:3]1[CH:8]=[CH:7][C:6]([C:9]2[CH:14]=[CH:13][C:12]([C:15]([O:17][CH3:18])=[O:16])=[CH:11][CH:10]=2)=[C:5]([O:19][CH3:20])[CH:4]=1.[H-].[Na+].[CH3:23]I.Cl. Product: [CH3:20][O:19][C:5]1[CH:4]=[C:3]([CH2:2][O:1][CH3:23])[CH:8]=[CH:7][C:6]=1[C:9]1[CH:10]=[CH:11][C:12]([C:15]([O:17][CH3:18])=[O:16])=[CH:13][CH:14]=1. The catalyst class is: 523.